This data is from Merck oncology drug combination screen with 23,052 pairs across 39 cell lines. The task is: Regression. Given two drug SMILES strings and cell line genomic features, predict the synergy score measuring deviation from expected non-interaction effect. (1) Drug 1: C=CCn1c(=O)c2cnc(Nc3ccc(N4CCN(C)CC4)cc3)nc2n1-c1cccc(C(C)(C)O)n1. Cell line: NCIH2122. Synergy scores: synergy=23.5. Drug 2: Cn1cc(-c2cnn3c(N)c(Br)c(C4CCCNC4)nc23)cn1. (2) Drug 1: Cc1nc(Nc2ncc(C(=O)Nc3c(C)cccc3Cl)s2)cc(N2CCN(CCO)CC2)n1. Drug 2: Cn1cc(-c2cnn3c(N)c(Br)c(C4CCCNC4)nc23)cn1. Cell line: CAOV3. Synergy scores: synergy=37.0. (3) Drug 2: COC1CC2CCC(C)C(O)(O2)C(=O)C(=O)N2CCCCC2C(=O)OC(C(C)CC2CCC(OP(C)(C)=O)C(OC)C2)CC(=O)C(C)C=C(C)C(O)C(OC)C(=O)C(C)CC(C)C=CC=CC=C1C. Cell line: ES2. Drug 1: CC1(c2nc3c(C(N)=O)cccc3[nH]2)CCCN1. Synergy scores: synergy=-1.28. (4) Drug 1: CCN(CC)CCNC(=O)c1c(C)[nH]c(C=C2C(=O)Nc3ccc(F)cc32)c1C. Drug 2: NC1(c2ccc(-c3nc4ccn5c(=O)[nH]nc5c4cc3-c3ccccc3)cc2)CCC1. Cell line: PA1. Synergy scores: synergy=24.2. (5) Drug 1: CC1CC2C3CCC4=CC(=O)C=CC4(C)C3(F)C(O)CC2(C)C1(O)C(=O)CO. Drug 2: O=C(NOCC(O)CO)c1ccc(F)c(F)c1Nc1ccc(I)cc1F. Cell line: A375. Synergy scores: synergy=13.4. (6) Drug 2: CNC(=O)c1cc(Oc2ccc(NC(=O)Nc3ccc(Cl)c(C(F)(F)F)c3)cc2)ccn1. Cell line: EFM192B. Drug 1: COC12C(COC(N)=O)C3=C(C(=O)C(C)=C(N)C3=O)N1CC1NC12. Synergy scores: synergy=-67.2. (7) Synergy scores: synergy=-22.2. Drug 2: CCc1c2c(nc3ccc(O)cc13)-c1cc3c(c(=O)n1C2)COC(=O)C3(O)CC. Cell line: SKOV3. Drug 1: Cn1nnc2c(C(N)=O)ncn2c1=O.